This data is from Forward reaction prediction with 1.9M reactions from USPTO patents (1976-2016). The task is: Predict the product of the given reaction. (1) Given the reactants [NH2:1][C@H:2]([C:7]1[CH:12]=[CH:11][CH:10]=[CH:9][CH:8]=1)[CH2:3][C:4]([OH:6])=[O:5].Cl.[CH3:14]O, predict the reaction product. The product is: [CH3:14][O:5][C:4](=[O:6])[CH2:3][C@H:2]([NH2:1])[C:7]1[CH:12]=[CH:11][CH:10]=[CH:9][CH:8]=1. (2) The product is: [F:3][C:4]1[CH:5]=[CH:6][C:7]([CH2:8][N:9]([CH3:15])[C:10](=[O:12])[CH3:11])=[CH:13][CH:14]=1. Given the reactants [H-].[Na+].[F:3][C:4]1[CH:14]=[CH:13][C:7]([CH2:8][NH:9][C:10](=[O:12])[CH3:11])=[CH:6][CH:5]=1.[CH3:15]I.O, predict the reaction product.